Dataset: Full USPTO retrosynthesis dataset with 1.9M reactions from patents (1976-2016). Task: Predict the reactants needed to synthesize the given product. (1) Given the product [CH3:7][C:6]1([CH3:8])[S:5][C:4](=[O:9])[N:3]([CH2:10][C:11]2[CH:16]=[CH:15][CH:14]=[CH:13][C:12]=2[N+:17]([O-:19])=[O:18])[CH2:2]1, predict the reactants needed to synthesize it. The reactants are: O[CH:2]1[C:6]([CH3:8])([CH3:7])[S:5][C:4](=[O:9])[N:3]1[CH2:10][C:11]1[CH:16]=[CH:15][CH:14]=[CH:13][C:12]=1[N+:17]([O-:19])=[O:18].C([SiH](CC)CC)C.FC(F)(F)C(O)=O. (2) Given the product [Br:11][C:7]1[C:6]([CH3:12])=[CH:5][C:4]([CH2:1][CH2:2][CH2:3][OH:22])=[CH:9][C:8]=1[CH3:10], predict the reactants needed to synthesize it. The reactants are: [CH2:1]([C:4]1[CH:5]=[C:6]([CH3:12])[C:7]([Br:11])=[C:8]([CH3:10])[CH:9]=1)[CH:2]=[CH2:3].C12BC(CCC1)CCC2.[OH-:22].[Na+].OO. (3) Given the product [CH3:13][O:14][C:15]1[CH:16]=[CH:17][C:18]([N:21]2[CH2:26][CH2:25][N:24]([C:27]3[C:28]([CH3:41])=[C:29]([CH3:40])[C:30]4[O:34][C:33]([CH3:35])([CH3:36])[CH:32]([N:10]5[CH2:9][CH2:8][CH:7]([C:1]6[CH:6]=[CH:5][CH:4]=[CH:3][CH:2]=6)[CH2:12][CH2:11]5)[C:31]=4[C:38]=3[CH3:39])[CH2:23][CH2:22]2)=[CH:19][CH:20]=1, predict the reactants needed to synthesize it. The reactants are: [C:1]1([CH:7]2[CH2:12][CH2:11][NH:10][CH2:9][CH2:8]2)[CH:6]=[CH:5][CH:4]=[CH:3][CH:2]=1.[CH3:13][O:14][C:15]1[CH:20]=[CH:19][C:18]([N:21]2[CH2:26][CH2:25][N:24]([C:27]3[C:28]([CH3:41])=[C:29]([CH3:40])[C:30]4[O:34][C:33]([CH3:36])([CH3:35])[CH:32](O)[C:31]=4[C:38]=3[CH3:39])[CH2:23][CH2:22]2)=[CH:17][CH:16]=1. (4) Given the product [C:1]12([C:11]3[CH:21]=[CH:20][C:14]([O:15][CH2:16][C:17]([NH:22][C:23]4[CH:24]=[N:25][CH:26]=[C:27]([CH:31]=4)[C:28]([NH2:30])=[O:29])=[O:18])=[CH:13][CH:12]=3)[CH2:2][CH:3]3[CH2:9][CH:7]([CH2:6][CH:5]([CH2:4]3)[CH2:10]1)[CH2:8]2, predict the reactants needed to synthesize it. The reactants are: [C:1]12([C:11]3[CH:21]=[CH:20][C:14]([O:15][CH2:16][C:17](O)=[O:18])=[CH:13][CH:12]=3)[CH2:10][CH:5]3[CH2:6][CH:7]([CH2:9][CH:3]([CH2:4]3)[CH2:2]1)[CH2:8]2.[NH2:22][C:23]1[CH:24]=[N:25][CH:26]=[C:27]([CH:31]=1)[C:28]([NH2:30])=[O:29].C1CN([P+](ON2N=NC3C=CC=CC2=3)(N2CCCC2)N2CCCC2)CC1.F[P-](F)(F)(F)(F)F.CO. (5) Given the product [NH:22]1[C:26]2[CH:27]=[C:28]([NH:31][C:15](=[O:17])[CH:14]([N:11]3[CH:12]=[CH:13][C:8]([C:6]4[CH:7]=[C:2]([Cl:1])[CH:3]=[CH:4][C:5]=4[C:20]#[N:21])=[CH:9][C:10]3=[O:19])[CH3:18])[CH:29]=[CH:30][C:25]=2[N:24]=[CH:23]1, predict the reactants needed to synthesize it. The reactants are: [Cl:1][C:2]1[CH:3]=[CH:4][C:5]([C:20]#[N:21])=[C:6]([C:8]2[CH:13]=[CH:12][N:11]([CH:14]([CH3:18])[C:15]([OH:17])=O)[C:10](=[O:19])[CH:9]=2)[CH:7]=1.[NH:22]1[C:26]2[CH:27]=[C:28]([NH2:31])[CH:29]=[CH:30][C:25]=2[N:24]=[CH:23]1.